The task is: Binary Classification. Given a drug SMILES string, predict its activity (active/inactive) in a high-throughput screening assay against a specified biological target.. This data is from Tyrosyl-DNA phosphodiesterase HTS with 341,365 compounds. (1) The drug is [O-][N+]12C(C(CC1)COC(=O)C(O)(C(C)C)C(O)C)CCC2. The result is 0 (inactive). (2) The compound is Fc1c(NC(=O)NC2CCN(CC2)CCC)ccc(F)c1. The result is 0 (inactive).